From a dataset of Reaction yield outcomes from USPTO patents with 853,638 reactions. Predict the reaction yield, written as a fraction of the theoretical maximum amount of product (1.0 means a 100% yield; for example, 0.34 means a 34% yield). (1) The reactants are [C:1]([O:25][CH:26]1[CH2:31][C:30]([CH3:33])([CH3:32])[N:29]([OH:34])[C:28]([CH3:36])([CH3:35])[CH2:27]1)(=[O:24])[CH2:2][CH2:3][CH2:4][CH2:5][CH2:6][CH2:7][CH2:8][CH2:9][C:10]([O:12][CH:13]1[CH2:18][C:17]([CH3:20])([CH3:19])[N:16]([OH:21])[C:15]([CH3:23])([CH3:22])[CH2:14]1)=[O:11].[CH3:37][CH2:38][CH2:39][CH2:40][CH2:41][CH2:42][CH2:43][CH3:44].OO.S([O-])([O-])=O.[Na+].[Na+]. The catalyst is O.C(O)(=O)C.C(#N)C. The product is [C:1]([O:25][CH:26]1[CH2:27][C:28]([CH3:36])([CH3:35])[N:29]([O:34][CH2:1][CH2:2][CH2:3][CH2:4][CH2:5][CH2:6][CH2:7][CH3:8])[C:30]([CH3:33])([CH3:32])[CH2:31]1)(=[O:24])[CH2:2][CH2:3][CH2:4][CH2:5][CH2:6][CH2:7][CH2:8][CH2:9][C:10]([O:12][CH:13]1[CH2:14][C:15]([CH3:22])([CH3:23])[N:16]([O:21][CH2:37][CH2:38][CH2:39][CH2:40][CH2:41][CH2:42][CH2:43][CH3:44])[C:17]([CH3:19])([CH3:20])[CH2:18]1)=[O:11]. The yield is 0.310. (2) The reactants are [Cl:1][C:2]1[CH:7]=[C:6]([N+]([O-])=O)[CH:5]=[CH:4][N:3]=1.[F:11][C:12]([F:16])([F:15])[CH2:13][OH:14].CC(C)([O-])C.[K+]. The catalyst is O1CCCC1. The product is [Cl:1][C:2]1[CH:7]=[C:6]([O:14][CH2:13][C:12]([F:16])([F:15])[F:11])[CH:5]=[CH:4][N:3]=1. The yield is 0.910. (3) The reactants are [NH2:1][C@@H:2]([CH3:17])[C@@H:3]([C:5]1[CH:6]=[CH:7][C:8]([OH:16])=[C:9]([NH:11][S:12]([CH3:15])(=[O:14])=[O:13])[CH:10]=1)[OH:4].[CH3:18][O:19][C:20]1[CH:21]=[C:22]([CH:25]=[C:26]([O:28][CH3:29])[CH:27]=1)[CH:23]=O. The catalyst is CO. The product is [CH3:29][O:28][C:26]1[CH:25]=[C:22]([CH:21]=[C:20]([O:19][CH3:18])[CH:27]=1)[CH2:23][NH:1][C@@H:2]([CH3:17])[C@@H:3]([C:5]1[CH:6]=[CH:7][C:8]([OH:16])=[C:9]([NH:11][S:12]([CH3:15])(=[O:14])=[O:13])[CH:10]=1)[OH:4]. The yield is 0.570. (4) The reactants are [C:1]1([CH3:11])[CH:6]=[CH:5][C:4]([S:7](Cl)(=[O:9])=[O:8])=[CH:3][CH:2]=1.[CH2:12]([N:15]([CH2:25][CH:26]=[CH2:27])[CH2:16][CH2:17][CH2:18][CH2:19][CH2:20][CH2:21][CH2:22][CH2:23][OH:24])[CH:13]=[CH2:14].N1C=CC=CC=1.O. The catalyst is C(Cl)(Cl)Cl. The product is [CH2:25]([N:15]([CH2:12][CH:13]=[CH2:14])[CH2:16][CH2:17][CH2:18][CH2:19][CH2:20][CH2:21][CH2:22][CH2:23][O:24][S:7]([C:4]1[CH:5]=[CH:6][C:1]([CH3:11])=[CH:2][CH:3]=1)(=[O:9])=[O:8])[CH:26]=[CH2:27]. The yield is 0.400. (5) The reactants are Br[C:2]1[S:6][C:5]([N:7]([CH3:18])[CH:8]2[CH2:13][C:12]([CH3:15])([CH3:14])[NH:11][C:10]([CH3:17])([CH3:16])[CH2:9]2)=[N:4][N:3]=1.[Cl:19][C:20]1[CH:25]=[CH:24][C:23](B(O)O)=[C:22]([O:29][CH3:30])[CH:21]=1.C([O-])([O-])=O.[Na+].[Na+]. The catalyst is O1CCOCC1.O.CCOC(C)=O.C1C=CC([P]([Pd]([P](C2C=CC=CC=2)(C2C=CC=CC=2)C2C=CC=CC=2)([P](C2C=CC=CC=2)(C2C=CC=CC=2)C2C=CC=CC=2)[P](C2C=CC=CC=2)(C2C=CC=CC=2)C2C=CC=CC=2)(C2C=CC=CC=2)C2C=CC=CC=2)=CC=1. The product is [Cl:19][C:20]1[CH:25]=[CH:24][C:23]([C:2]2[S:6][C:5]([N:7]([CH3:18])[CH:8]3[CH2:13][C:12]([CH3:15])([CH3:14])[NH:11][C:10]([CH3:17])([CH3:16])[CH2:9]3)=[N:4][N:3]=2)=[C:22]([O:29][CH3:30])[CH:21]=1. The yield is 0.890. (6) The reactants are [F:1][C:2]1[CH:20]=[C:19]([N+:21]([O-:23])=[O:22])[CH:18]=[CH:17][C:3]=1[O:4][C:5]1[CH:10]=[CH:9][N:8]=[C:7]2[CH:11]=[C:12]([S:14]([CH3:16])=[O:15])[S:13][C:6]=12.C1C=C(Cl)C=C(C(OO)=[O:32])C=1.O. The product is [F:1][C:2]1[CH:20]=[C:19]([N+:21]([O-:23])=[O:22])[CH:18]=[CH:17][C:3]=1[O:4][C:5]1[CH:10]=[CH:9][N:8]=[C:7]2[CH:11]=[C:12]([S:14]([CH3:16])(=[O:32])=[O:15])[S:13][C:6]=12. The catalyst is C(Cl)Cl. The yield is 0.880.